Dataset: Full USPTO retrosynthesis dataset with 1.9M reactions from patents (1976-2016). Task: Predict the reactants needed to synthesize the given product. Given the product [F:13][C:14]1[C:19]([O:20][CH3:21])=[CH:18][CH:17]=[C:16]([F:22])[C:15]=1[C:2]1[N:7]=[C:6]([C:8]([O:10][CH3:11])=[O:9])[CH:5]=[CH:4][C:3]=1[F:12], predict the reactants needed to synthesize it. The reactants are: Br[C:2]1[N:7]=[C:6]([C:8]([O:10][CH3:11])=[O:9])[CH:5]=[CH:4][C:3]=1[F:12].[F:13][C:14]1[C:19]([O:20][CH3:21])=[CH:18][CH:17]=[C:16]([F:22])[C:15]=1B(O)O.[F-].[K+].C(P(C(C)(C)C)C(C)(C)C)(C)(C)C.